Predict the reaction yield, written as a fraction of the theoretical maximum amount of product (1.0 means a 100% yield; for example, 0.34 means a 34% yield). From a dataset of Reaction yield outcomes from USPTO patents with 853,638 reactions. (1) The reactants are [Cl:1][C:2]1[N:7]=[N:6][C:5]([C:8]([OH:10])=O)=[CH:4][CH:3]=1.C(N(C(C)C)CC)(C)C.O.O[N:22]1[C:26]2[CH:27]=[CH:28][CH:29]=[CH:30]C=2N=N1.CN(C)CCCN=C=NCC.C1(CCN)CC1. The catalyst is ClCCl. The product is [CH:28]1([CH2:27][CH2:26][NH:22][C:8]([C:5]2[N:6]=[N:7][C:2]([Cl:1])=[CH:3][CH:4]=2)=[O:10])[CH2:29][CH2:30]1. The yield is 0.550. (2) The reactants are F[C:2]1[CH:7]=[CH:6][C:5]([C:8]2[O:9][C:10]([C:13]3[C:14]([C:19]4[CH:24]=[CH:23][CH:22]=[CH:21][CH:20]=4)=[N:15][O:16][C:17]=3[CH3:18])=[N:11][N:12]=2)=[C:4]([O:25][CH3:26])[CH:3]=1.[NH:27]1[CH:31]=[CH:30][N:29]=[CH:28]1. The yield is 0.360. No catalyst specified. The product is [N:27]1([C:2]2[CH:7]=[CH:6][C:5]([C:8]3[O:9][C:10]([C:13]4[C:14]([C:19]5[CH:24]=[CH:23][CH:22]=[CH:21][CH:20]=5)=[N:15][O:16][C:17]=4[CH3:18])=[N:11][N:12]=3)=[C:4]([O:25][CH3:26])[CH:3]=2)[CH:31]=[CH:30][N:29]=[CH:28]1. (3) The reactants are N(C(OCC)=O)=NC(OCC)=O.[N:13]1([CH2:18]/[CH:19]=[CH:20]/[CH2:21][OH:22])[CH2:17][CH2:16][CH2:15][CH2:14]1.[Cl:23][N:24]([C:32]1[C:41]2[C:36](=[CH:37][C:38](O)=[C:39]([O:42][CH3:43])[CH:40]=2)[N:35]=[CH:34][N:33]=1)[C:25]1[CH:30]=[CH:29][CH:28]=[CH:27][C:26]=1[F:31].C1(P(C2C=CC=CC=2)C2C=CC=CC=2)C=CC=CC=1.C(Cl)[Cl:65]. No catalyst specified. The product is [ClH:23].[Cl:65][C:28]1[CH:29]=[CH:30][C:25]([NH:24][C:32]2[C:41]3[C:36](=[CH:37][C:38]([O:22][CH2:21]/[CH:20]=[CH:19]/[CH2:18][N:13]4[CH2:17][CH2:16][CH2:15][CH2:14]4)=[C:39]([O:42][CH3:43])[CH:40]=3)[N:35]=[CH:34][N:33]=2)=[C:26]([F:31])[CH:27]=1. The yield is 0.330. (4) The reactants are [CH3:1][N:2]1[CH2:7][C@H:6]([CH3:8])[N:5](CC2C=CC=CC=2)[CH2:4][C@@H:3]1[CH3:16]. The catalyst is CO. The product is [CH3:1][N:2]1[CH2:7][C@H:6]([CH3:8])[NH:5][CH2:4][C@@H:3]1[CH3:16]. The yield is 1.00. (5) The reactants are [CH3:1][N:2]1[C:10]2[N:9]=[C:8]([Br:11])[NH:7][C:6]=2[C:5](=[O:12])[NH:4][C:3]1=[O:13].C([O-])([O-])=O.[K+].[K+].[Cl:20][C:21]1[CH:28]=[CH:27][CH:26]=[C:25]([F:29])[C:22]=1[CH2:23]Br. The catalyst is CN(C=O)C. The product is [Br:11][C:8]1[N:7]([CH2:23][C:22]2[C:25]([F:29])=[CH:26][CH:27]=[CH:28][C:21]=2[Cl:20])[C:6]2[C:5](=[O:12])[NH:4][C:3](=[O:13])[N:2]([CH3:1])[C:10]=2[N:9]=1. The yield is 0.760. (6) The reactants are [F:1][C:2]([F:20])([F:19])[C:3]1[CH:4]=[C:5]([C:9]2[S:13][C:12]([C:14](OCC)=[O:15])=[CH:11][CH:10]=2)[CH:6]=[CH:7][CH:8]=1.[BH4-].[Na+].[Cl-].[Ca+2].[Cl-].O. The yield is 0.680. The product is [F:19][C:2]([F:1])([F:20])[C:3]1[CH:4]=[C:5]([C:9]2[S:13][C:12]([CH2:14][OH:15])=[CH:11][CH:10]=2)[CH:6]=[CH:7][CH:8]=1. The catalyst is O1CCCC1.C(O)C. (7) The reactants are C([N:8]1[CH2:13][CH2:12][CH:11]([N:14]2[CH2:20][CH2:19][C:18]3[CH:21]=[CH:22][CH:23]=[CH:24][C:17]=3[NH:16][C:15]2=[O:25])[CH2:10][CH2:9]1)C1C=CC=CC=1. The catalyst is CO.[Pd]. The product is [NH:8]1[CH2:9][CH2:10][CH:11]([N:14]2[CH2:20][CH2:19][C:18]3[CH:21]=[CH:22][CH:23]=[CH:24][C:17]=3[NH:16][C:15]2=[O:25])[CH2:12][CH2:13]1. The yield is 0.680. (8) The reactants are [C:1]1([S:11]([NH2:14])(=[O:13])=[O:12])[C:2]([S:7]([NH2:10])(=[O:9])=[O:8])=[CH:3][CH:4]=[CH:5][CH:6]=1.[Br:15][C:16]1[C:25]2[C:20](=[CH:21][CH:22]=[CH:23][CH:24]=2)[C:19]([C:26](O)=[O:27])=[CH:18][CH:17]=1.Cl.C(N=C=NCCCN(C)C)C.O. The catalyst is CN(C)C1C=CN=CC=1.CN(C)C=O. The product is [Br:15][C:16]1[C:25]2[C:20](=[CH:21][CH:22]=[CH:23][CH:24]=2)[C:19]([C:26]([NH:10][S:7]([C:2]2[CH:3]=[CH:4][CH:5]=[CH:6][C:1]=2[S:11](=[O:13])(=[O:12])[NH2:14])(=[O:9])=[O:8])=[O:27])=[CH:18][CH:17]=1. The yield is 0.800.